Predict the reactants needed to synthesize the given product. From a dataset of Full USPTO retrosynthesis dataset with 1.9M reactions from patents (1976-2016). (1) Given the product [Br:1][C:2]1[CH:6]=[N:5][N:4]([CH3:7])[C:3]=1[NH:8][C:9]1[CH:14]=[CH:13][C:12]([C:20]2[CH:21]=[CH:22][C:17]([F:16])=[C:18]([CH3:26])[CH:19]=2)=[CH:11][CH:10]=1, predict the reactants needed to synthesize it. The reactants are: [Br:1][C:2]1[CH:6]=[N:5][N:4]([CH3:7])[C:3]=1[NH:8][C:9]1[CH:14]=[CH:13][C:12](I)=[CH:11][CH:10]=1.[F:16][C:17]1[CH:22]=[CH:21][C:20](B(O)O)=[CH:19][C:18]=1[CH3:26].C(=O)([O-])[O-].[Cs+].[Cs+].COCCOC. (2) Given the product [CH:13]1[C:12]2[C:11](=[CH:10][C:9]([NH:8][CH2:7][CH2:6][CH2:5][CH2:4][C:3]([OH:25])=[O:2])=[O:24])[C:23]3[C:18](=[CH:19][CH:20]=[CH:21][CH:22]=3)[C:17]=2[CH:16]=[CH:15][CH:14]=1, predict the reactants needed to synthesize it. The reactants are: C[O:2][C:3](=[O:25])[CH2:4][CH2:5][CH2:6][CH2:7][NH:8][C:9](=[O:24])[CH:10]=[C:11]1[C:23]2[CH:22]=[CH:21][CH:20]=[CH:19][C:18]=2[C:17]2[C:12]1=[CH:13][CH:14]=[CH:15][CH:16]=2.CO.[Li+].[OH-].Cl. (3) Given the product [F:42][C:41]([C:31]([F:32])([C:37]([F:38])([F:39])[F:40])[C:33]([F:34])([F:35])[F:36])=[CH:43][O:5][CH:4]([CH:2]1[CH2:1][O:3]1)[C:16]([F:19])([F:18])[F:17], predict the reactants needed to synthesize it. The reactants are: [CH2:1]1[O:3][CH:2]1[CH2:4][OH:5].C(N(CC)CC)C.C([C:16]([F:19])([F:18])[F:17])([C:16]([F:19])([F:18])[F:17])=C(F)C(F)(F)[C:16]([F:19])([F:18])[F:17].[C:31]([C:41](=[C:43](C(F)(F)F)F)[F:42])([C:37]([F:40])([F:39])[F:38])([C:33]([F:36])([F:35])[F:34])[F:32]. (4) Given the product [CH:11]1[CH:12]=[CH:13][C:14]2[N:15]([C:16]([NH2:18])=[O:17])[C:4]3[CH:3]=[CH:2][CH:1]=[CH:6][C:5]=3[CH:7]=[CH:8][C:9]=2[CH:10]=1.[CH:23]1[C:24]([CH:25]=[O:26])=[CH:19][CH:20]=[C:21]([CH:27]=[O:28])[CH:22]=1, predict the reactants needed to synthesize it. The reactants are: [CH:1]1[CH:2]=[CH:3][C:4]2[N:15]([C:16]([NH2:18])=[O:17])[C:14]3[CH:13]=[CH:12][CH:11]=[CH:10][C:9]=3[CH:8]=[CH:7][C:5]=2[CH:6]=1.[CH:19]1[C:24]([CH:25]=[O:26])=[CH:23][CH:22]=[C:21]([CH:27]=[O:28])[CH:20]=1. (5) Given the product [CH:8]([C:5]1[N:6]=[CH:7][C:2]([C:16]2[CH:17]=[CH:18][C:13]([C:10]([NH2:11])=[O:12])=[CH:14][CH:15]=2)=[CH:3][CH:4]=1)=[O:9], predict the reactants needed to synthesize it. The reactants are: Br[C:2]1[CH:3]=[CH:4][C:5]([CH:8]=[O:9])=[N:6][CH:7]=1.[C:10]([C:13]1[CH:18]=[CH:17][C:16](B(O)O)=[CH:15][CH:14]=1)(=[O:12])[NH2:11].C(=O)([O-])[O-].[Na+].[Na+]. (6) Given the product [Cl:7][C:8]1[CH:9]=[CH:10][C:11]([C:14]2[CH:19]=[CH:18][C:17]([CH:20]([CH3:27])[CH:21]=[CH:22][OH:23])=[CH:16][CH:15]=2)=[CH:12][CH:13]=1, predict the reactants needed to synthesize it. The reactants are: [H-].[H-].[H-].[H-].[Li+].[Al+3].[Cl:7][C:8]1[CH:13]=[CH:12][C:11]([C:14]2[CH:19]=[CH:18][C:17]([C:20]([CH3:27])=[CH:21][C:22](OCC)=[O:23])=[CH:16][CH:15]=2)=[CH:10][CH:9]=1. (7) Given the product [O:3]=[C:4]1[N:10]([CH:11]2[CH2:12][CH2:13][N:14]([C:17]([O:19][C@H:20]([CH2:42][C:43]3[CH:48]=[C:47]([C:49]([F:51])([F:50])[F:52])[C:46]([NH2:53])=[C:45]([Cl:54])[CH:44]=3)[C:21]([N:23]3[CH2:24][CH2:25][N:26]([CH:29]4[CH2:34][CH2:33][N:32]([CH:35]([C:37]([OH:39])=[O:38])[CH3:36])[CH2:31][CH2:30]4)[CH2:27][CH2:28]3)=[O:22])=[O:18])[CH2:15][CH2:16]2)[CH2:9][CH2:8][C:7]2[CH:55]=[CH:56][CH:57]=[CH:58][C:6]=2[NH:5]1, predict the reactants needed to synthesize it. The reactants are: [Li+].[OH-].[O:3]=[C:4]1[N:10]([CH:11]2[CH2:16][CH2:15][N:14]([C:17]([O:19][C@H:20]([CH2:42][C:43]3[CH:48]=[C:47]([C:49]([F:52])([F:51])[F:50])[C:46]([NH2:53])=[C:45]([Cl:54])[CH:44]=3)[C:21]([N:23]3[CH2:28][CH2:27][N:26]([CH:29]4[CH2:34][CH2:33][N:32]([CH:35]([C:37]([O:39]CC)=[O:38])[CH3:36])[CH2:31][CH2:30]4)[CH2:25][CH2:24]3)=[O:22])=[O:18])[CH2:13][CH2:12]2)[CH2:9][CH2:8][C:7]2[CH:55]=[CH:56][CH:57]=[CH:58][C:6]=2[NH:5]1.